Dataset: Catalyst prediction with 721,799 reactions and 888 catalyst types from USPTO. Task: Predict which catalyst facilitates the given reaction. (1) Reactant: [NH2:1][C:2]([C@@H:4]1[CH2:8][C:7](=[O:9])[CH2:6][N:5]1[C:10](=[O:24])[C@@H:11]([NH:16][C:17]([O:19][C:20]([CH3:23])([CH3:22])[CH3:21])=[O:18])[C@@H:12]([CH3:15])[CH2:13][CH3:14])=O.FC(F)(F)C(OC(=O)C(F)(F)F)=O.C(N(C(C)C)CC)(C)C. Product: [C:20]([O:19][C:17]([NH:16][C@@H:11]([C@@H:12]([CH3:15])[CH2:13][CH3:14])[C:10]([N:5]1[CH2:6][C:7](=[O:9])[CH2:8][C@H:4]1[C:2]#[N:1])=[O:24])=[O:18])([CH3:23])([CH3:22])[CH3:21]. The catalyst class is: 54. (2) Reactant: [C:1]([C:5]1[CH:6]=[C:7]([C:10]([OH:13])=[CH:11][N:12]=1)[C:8]#[N:9])([CH3:4])([CH3:3])[CH3:2].[CH3:14]CN(C(C)C)C(C)C.C[Si](C=[N+]=[N-])(C)C. Product: [C:1]([C:5]1[CH:6]=[C:7]([C:10]([O:13][CH3:14])=[CH:11][N:12]=1)[C:8]#[N:9])([CH3:4])([CH3:2])[CH3:3]. The catalyst class is: 881. (3) Reactant: [C:1]([N:8]1[CH2:17][CH2:16][C:15]2[C:10](=[CH:11][C:12]([N+:18]([O-])=O)=[CH:13][CH:14]=2)[CH2:9]1)([O:3][C:4]([CH3:7])([CH3:6])[CH3:5])=[O:2]. Product: [NH2:18][C:12]1[CH:11]=[C:10]2[C:15]([CH2:16][CH2:17][N:8]([C:1]([O:3][C:4]([CH3:7])([CH3:6])[CH3:5])=[O:2])[CH2:9]2)=[CH:14][CH:13]=1. The catalyst class is: 19. (4) Reactant: [NH:1]1[C:9]2[C:4](=[CH:5][CH:6]=[CH:7][C:8]=2[C:10]([O:12][CH3:13])=[O:11])[CH:3]=[CH:2]1.Br[CH2:15][C:16]1[CH:21]=[CH:20][CH:19]=[C:18]([C:22]([F:25])([F:24])[F:23])[CH:17]=1.[H-].[Na+]. Product: [F:23][C:22]([F:24])([F:25])[C:18]1[CH:17]=[C:16]([CH:21]=[CH:20][CH:19]=1)[CH2:15][N:1]1[C:9]2[C:4](=[CH:5][CH:6]=[CH:7][C:8]=2[C:10]([O:12][CH3:13])=[O:11])[CH:3]=[CH:2]1. The catalyst class is: 3.